Predict which catalyst facilitates the given reaction. From a dataset of Catalyst prediction with 721,799 reactions and 888 catalyst types from USPTO. (1) Reactant: C(OC[N:9]1[C:13]2[N:14]=[N:15][CH:16]=[C:17]([C:18]3[CH:19]=[N:20][N:21]([CH:23]([CH:27]4[CH2:30][CH2:29][CH2:28]4)[CH2:24][C:25]#[N:26])[CH:22]=3)[C:12]=2[CH:11]=[CH:10]1)(=O)C(C)(C)C.[OH-].[Na+]. Product: [N:14]1[C:13]2[NH:9][CH:10]=[CH:11][C:12]=2[C:17]([C:18]2[CH:19]=[N:20][N:21]([CH:23]([CH:27]3[CH2:30][CH2:29][CH2:28]3)[CH2:24][C:25]#[N:26])[CH:22]=2)=[CH:16][N:15]=1. The catalyst class is: 5. (2) Reactant: C(N(CC)CC)C.[OH:8][CH:9]1[CH2:12][N:11]([C:13]([O:15][C:16]([CH3:19])([CH3:18])[CH3:17])=[O:14])[CH2:10]1.S(=O)(=O)=O.N1C=CC=CC=1. Product: [O:8]=[C:9]1[CH2:12][N:11]([C:13]([O:15][C:16]([CH3:19])([CH3:18])[CH3:17])=[O:14])[CH2:10]1. The catalyst class is: 16.